Dataset: Forward reaction prediction with 1.9M reactions from USPTO patents (1976-2016). Task: Predict the product of the given reaction. (1) Given the reactants [ClH:1].[CH2:2]([O:9][C:10]1[C:11]([NH:17][C:18]2[S:19][CH:20]=[C:21]([CH3:23])[N:22]=2)=[N:12][CH:13]=[C:14](Br)[CH:15]=1)[C:3]1[CH:8]=[CH:7][CH:6]=[CH:5][CH:4]=1.[Li]C.C([Li])CCC.[N:31]1[CH:36]=[CH:35][C:34]([S:37][S:37][C:34]2[CH:35]=[CH:36][N:31]=[CH:32][CH:33]=2)=[CH:33][CH:32]=1, predict the reaction product. The product is: [ClH:1].[ClH:1].[CH2:2]([O:9][C:10]1[C:11]([NH:17][C:18]2[S:19][CH:20]=[C:21]([CH3:23])[N:22]=2)=[N:12][CH:13]=[C:14]([S:37][C:34]2[CH:35]=[CH:36][N:31]=[CH:32][CH:33]=2)[CH:15]=1)[C:3]1[CH:8]=[CH:7][CH:6]=[CH:5][CH:4]=1. (2) Given the reactants [OH-].[Li+].[N+](C1C=CC(C([O:12][CH:13]([CH:24]([CH3:26])[CH3:25])[C@@H:14]([NH:16][C:17]([O:19][C:20]([CH3:23])([CH3:22])[CH3:21])=[O:18])[CH3:15])=O)=CC=1)([O-])=O, predict the reaction product. The product is: [OH:12][CH:13]([CH:24]([CH3:26])[CH3:25])[C@@H:14]([NH:16][C:17](=[O:18])[O:19][C:20]([CH3:22])([CH3:21])[CH3:23])[CH3:15].